Dataset: Forward reaction prediction with 1.9M reactions from USPTO patents (1976-2016). Task: Predict the product of the given reaction. Given the reactants [F:1][C:2]1[CH:3]=[C:4]([C:24]#[N:25])[C:5]([C:8]2[CH:13]=[C:12](B3OC(C)(C)C(C)(C)O3)[CH:11]=[CH:10][C:9]=2[F:23])=[CH:6][CH:7]=1.Cl[C:27]1[CH:32]=[N:31][NH:30][C:29](=[O:33])[CH:28]=1, predict the reaction product. The product is: [F:1][C:2]1[CH:3]=[C:4]([C:24]#[N:25])[C:5]([C:8]2[CH:13]=[C:12]([C:27]3[CH:32]=[N:31][NH:30][C:29](=[O:33])[CH:28]=3)[CH:11]=[CH:10][C:9]=2[F:23])=[CH:6][CH:7]=1.